Dataset: NCI-60 drug combinations with 297,098 pairs across 59 cell lines. Task: Regression. Given two drug SMILES strings and cell line genomic features, predict the synergy score measuring deviation from expected non-interaction effect. (1) Drug 1: CN1C(=O)N2C=NC(=C2N=N1)C(=O)N. Drug 2: CC(C)NC(=O)C1=CC=C(C=C1)CNNC.Cl. Cell line: OVCAR-8. Synergy scores: CSS=-2.36, Synergy_ZIP=0.0927, Synergy_Bliss=-1.61, Synergy_Loewe=-2.10, Synergy_HSA=-2.26. (2) Drug 1: COC1=C(C=C2C(=C1)N=CN=C2NC3=CC(=C(C=C3)F)Cl)OCCCN4CCOCC4. Drug 2: CCCCC(=O)OCC(=O)C1(CC(C2=C(C1)C(=C3C(=C2O)C(=O)C4=C(C3=O)C=CC=C4OC)O)OC5CC(C(C(O5)C)O)NC(=O)C(F)(F)F)O. Cell line: HS 578T. Synergy scores: CSS=6.19, Synergy_ZIP=-3.22, Synergy_Bliss=-1.21, Synergy_Loewe=0.231, Synergy_HSA=-0.346. (3) Drug 1: CC1=C2C(C(=O)C3(C(CC4C(C3C(C(C2(C)C)(CC1OC(=O)C(C(C5=CC=CC=C5)NC(=O)C6=CC=CC=C6)O)O)OC(=O)C7=CC=CC=C7)(CO4)OC(=O)C)O)C)OC(=O)C. Drug 2: C1CN(CCN1C(=O)CCBr)C(=O)CCBr. Cell line: MCF7. Synergy scores: CSS=30.8, Synergy_ZIP=-11.8, Synergy_Bliss=-5.94, Synergy_Loewe=-3.82, Synergy_HSA=-2.46. (4) Drug 1: CC12CCC(CC1=CCC3C2CCC4(C3CC=C4C5=CN=CC=C5)C)O. Drug 2: C1CNP(=O)(OC1)N(CCCl)CCCl. Cell line: HT29. Synergy scores: CSS=3.52, Synergy_ZIP=-2.26, Synergy_Bliss=-4.65, Synergy_Loewe=-12.1, Synergy_HSA=-5.60. (5) Drug 2: C1=CC(=CC=C1CCC2=CNC3=C2C(=O)NC(=N3)N)C(=O)NC(CCC(=O)O)C(=O)O. Cell line: NCI-H322M. Drug 1: CNC(=O)C1=CC=CC=C1SC2=CC3=C(C=C2)C(=NN3)C=CC4=CC=CC=N4. Synergy scores: CSS=2.07, Synergy_ZIP=-1.03, Synergy_Bliss=-1.99, Synergy_Loewe=-5.85, Synergy_HSA=-2.51.